Dataset: Full USPTO retrosynthesis dataset with 1.9M reactions from patents (1976-2016). Task: Predict the reactants needed to synthesize the given product. (1) Given the product [C:12]([C:10]1([OH:18])[CH2:9][CH2:8][O:7][CH:6]([C:4]([NH2:19])=[O:3])[CH2:11]1)#[CH:13], predict the reactants needed to synthesize it. The reactants are: C([O:3][C:4]([CH:6]1[CH2:11][C:10]([OH:18])([C:12]#[C:13][Si](C)(C)C)[CH2:9][CH2:8][O:7]1)=O)C.[NH3:19]. (2) Given the product [F:18][C:19]1[CH:20]=[CH:21][C:9]([CH:10]=[N:11][S@:12]([C:14]([CH3:15])([CH3:16])[CH3:17])=[O:13])=[N:23][CH:24]=1, predict the reactants needed to synthesize it. The reactants are: [Si](O[CH2:9][CH:10]=[N:11][S@@:12]([C:14]([CH3:17])([CH3:16])[CH3:15])=[O:13])(C(C)(C)C)(C)C.[F:18][C:19]1[CH:20]=[CH:21]C(C=O)=[N:23][CH:24]=1.CC([S@@](N)=O)(C)C. (3) Given the product [CH3:16][C:15]1([CH3:17])[O:1][CH2:2][C:3]2[CH:4]=[C:5]([CH2:11][OH:12])[CH:6]=[CH:7][C:8]=2[CH2:9][O:10]1, predict the reactants needed to synthesize it. The reactants are: [OH:1][CH2:2][C:3]1[CH:4]=[C:5]([CH2:11][OH:12])[CH:6]=[CH:7][C:8]=1[CH2:9][OH:10].CO[C:15](OC)([CH3:17])[CH3:16].